This data is from Forward reaction prediction with 1.9M reactions from USPTO patents (1976-2016). The task is: Predict the product of the given reaction. (1) Given the reactants [NH2:1][C:2]1[C:7]([F:8])=[CH:6][CH:5]=[C:4]([N:9]([CH2:12][CH3:13])[CH2:10][CH3:11])[C:3]=1[NH:14][C:15]([NH:17][C:18]1[CH:23]=[CH:22][C:21]([Cl:24])=[CH:20][C:19]=1[Cl:25])=S.Cl.C(N=C=NCCCN(C)C)C.C(N(CC)CC)C, predict the reaction product. The product is: [Cl:25][C:19]1[CH:20]=[C:21]([Cl:24])[CH:22]=[CH:23][C:18]=1[NH:17][C:15]1[NH:14][C:3]2[C:4]([N:9]([CH2:12][CH3:13])[CH2:10][CH3:11])=[CH:5][CH:6]=[C:7]([F:8])[C:2]=2[N:1]=1. (2) Given the reactants [N+:1]([C:4]1[CH:18]=[CH:17][C:7]([O:8][CH2:9][CH2:10][CH2:11][CH2:12][CH2:13][C:14]([OH:16])=[O:15])=[CH:6][CH:5]=1)([O-:3])=[O:2].Cl.[CH2:20](O)[CH2:21][OH:22], predict the reaction product. The product is: [OH:22][CH2:21][CH2:20][O:15][C:14](=[O:16])[CH2:13][CH2:12][CH2:11][CH2:10][CH2:9][O:8][C:7]1[CH:6]=[CH:5][C:4]([N+:1]([O-:3])=[O:2])=[CH:18][CH:17]=1.